Dataset: Full USPTO retrosynthesis dataset with 1.9M reactions from patents (1976-2016). Task: Predict the reactants needed to synthesize the given product. Given the product [Br:1][C:2]1[CH:3]=[CH:4][C:5]2[O:14][C:13]3[C:12](=[O:15])[NH:11][C:10]([C@@H:16]4[CH:21]=[CH:20][CH2:39][N:40]4[C:44]([O:46][C:47]([CH3:50])([CH3:49])[CH3:48])=[O:45])=[N:9][C:8]=3[C:6]=2[CH:7]=1, predict the reactants needed to synthesize it. The reactants are: [Br:1][C:2]1[CH:3]=[CH:4][C:5]2[O:14][C:13]3[C:12](=[O:15])[NH:11][C:10]([CH:16]4[CH2:21][CH2:20]N(C(OC(C)(C)C)=O)CC4)=[N:9][C:8]=3[C:6]=2[CH:7]=1.NCC1OC2C=CC(Br)=CC=2C=1NC([C@@H:39]1C=CC[N:40]1[C:44]([O:46][C:47]([CH3:50])([CH3:49])[CH3:48])=[O:45])=O.BrC1C=CC2OC(C(=O)N)=C(NC(C3CCN(C(OC(C)(C)C)=O)CC3)=O)C=2C=1.